This data is from Forward reaction prediction with 1.9M reactions from USPTO patents (1976-2016). The task is: Predict the product of the given reaction. (1) Given the reactants Br.Br[CH2:3][C:4]1[CH:9]=[CH:8][CH:7]=[CH:6][N:5]=1.BrCC1CCCCO1.[NH:18]1[C:26]2[C:21](=[CH:22][CH:23]=[CH:24][CH:25]=2)[C:20]2([C:38]3[CH:37]=[C:36]4[C:31]([N:32]=[CH:33][CH:34]=[N:35]4)=[CH:30][C:29]=3[O:28][CH2:27]2)[C:19]1=[O:39], predict the reaction product. The product is: [N:5]1[CH:6]=[CH:7][CH:8]=[CH:9][C:4]=1[CH2:3][N:18]1[C:26]2[C:21](=[CH:22][CH:23]=[CH:24][CH:25]=2)[C:20]2([C:38]3[CH:37]=[C:36]4[C:31]([N:32]=[CH:33][CH:34]=[N:35]4)=[CH:30][C:29]=3[O:28][CH2:27]2)[C:19]1=[O:39]. (2) Given the reactants [F:1][C:2]1[CH:3]=[C:4]([CH:32]=[CH:33][C:34]=1[F:35])[CH2:5][NH:6][C:7]([C:9]1[C:17]2[C:12](=[CH:13][C:14]([C:18]([O:20]CC)=[O:19])=[CH:15][CH:16]=2)[N:11]([CH2:23][C:24]2[O:25][CH:26]=[CH:27][N:28]=2)[C:10]=1[CH:29]([CH3:31])[CH3:30])=[O:8].[OH-].[Na+].O, predict the reaction product. The product is: [F:1][C:2]1[CH:3]=[C:4]([CH:32]=[CH:33][C:34]=1[F:35])[CH2:5][NH:6][C:7]([C:9]1[C:17]2[C:12](=[CH:13][C:14]([C:18]([OH:20])=[O:19])=[CH:15][CH:16]=2)[N:11]([CH2:23][C:24]2[O:25][CH:26]=[CH:27][N:28]=2)[C:10]=1[CH:29]([CH3:31])[CH3:30])=[O:8]. (3) Given the reactants C([O:3][C:4](=[O:32])[CH:5]([C:7]1[C:8]([C:21]2[CH:26]=[CH:25][C:24]([CH3:27])=[CH:23][C:22]=2[O:28]CC=C)=[C:9]2[C:16]3[CH2:17][CH2:18][CH2:19][CH2:20][C:15]=3[S:14][C:10]2=[N:11][C:12]=1[CH3:13])[OH:6])C.I[CH2:34][CH3:35], predict the reaction product. The product is: [CH2:34]([O:6][CH:5]([C:7]1[C:8]([C:21]2[CH:26]=[CH:25][C:24]([CH3:27])=[CH:23][C:22]=2[OH:28])=[C:9]2[C:16]3[CH2:17][CH2:18][CH2:19][CH2:20][C:15]=3[S:14][C:10]2=[N:11][C:12]=1[CH3:13])[C:4]([OH:3])=[O:32])[CH3:35]. (4) Given the reactants [CH2:1]([C@:3]12[C:16]3[C:11](=[CH:12][C:13]([OH:17])=[CH:14][CH:15]=3)[CH2:10][CH2:9][C@@H:8]1[CH2:7][C@:6]([C:19]1[CH:24]=[CH:23][CH:22]=[CH:21][N:20]=1)([OH:18])[C@:5]([CH3:26])([OH:25])[CH2:4]2)[CH3:2].Cl[CH2:28][C:29]#[N:30], predict the reaction product. The product is: [CH2:1]([C@@:3]12[CH2:4][C@:5]([OH:25])([CH3:26])[C@:6]([OH:18])([C:19]3[CH:24]=[CH:23][CH:22]=[CH:21][N:20]=3)[CH2:7][C@H:8]1[CH2:9][CH2:10][C:11]1[CH:12]=[C:13]([O:17][CH2:28][C:29]#[N:30])[CH:14]=[CH:15][C:16]2=1)[CH3:2].